From a dataset of Peptide-MHC class I binding affinity with 185,985 pairs from IEDB/IMGT. Regression. Given a peptide amino acid sequence and an MHC pseudo amino acid sequence, predict their binding affinity value. This is MHC class I binding data. (1) The peptide sequence is YKDANISMY. The MHC is HLA-B38:01 with pseudo-sequence HLA-B38:01. The binding affinity (normalized) is 0.0847. (2) The peptide sequence is FIIFLFILL. The MHC is HLA-A68:01 with pseudo-sequence HLA-A68:01. The binding affinity (normalized) is 0.254. (3) The peptide sequence is RYEFTAPFI. The MHC is HLA-A68:02 with pseudo-sequence HLA-A68:02. The binding affinity (normalized) is 0.0847. (4) The peptide sequence is AERGPGQMLG. The MHC is HLA-A02:02 with pseudo-sequence HLA-A02:02. The binding affinity (normalized) is 0.379. (5) The peptide sequence is LEKWNLGII. The MHC is HLA-B15:09 with pseudo-sequence HLA-B15:09. The binding affinity (normalized) is 0.0847. (6) The peptide sequence is VLKLRFWLI. The MHC is HLA-B08:03 with pseudo-sequence HLA-B08:03. The binding affinity (normalized) is 0.516. (7) The peptide sequence is YTAVVPLVY. The MHC is HLA-B38:01 with pseudo-sequence HLA-B38:01. The binding affinity (normalized) is 0.00424.